From a dataset of Full USPTO retrosynthesis dataset with 1.9M reactions from patents (1976-2016). Predict the reactants needed to synthesize the given product. (1) The reactants are: [H-].[Na+].[Br:3][C:4]1[C:9]([O:10][CH3:11])=[N:8][CH:7]=[C:6]2[NH:12][CH:13]=[CH:14][C:5]=12.Cl[CH2:16][O:17][CH2:18][CH2:19][Si:20]([CH3:23])([CH3:22])[CH3:21]. Given the product [Br:3][C:4]1[C:9]([O:10][CH3:11])=[N:8][CH:7]=[C:6]2[N:12]([CH2:16][O:17][CH2:18][CH2:19][Si:20]([CH3:23])([CH3:22])[CH3:21])[CH:13]=[CH:14][C:5]=12, predict the reactants needed to synthesize it. (2) Given the product [NH2:2][C:5]1[CH:10]=[CH:9][C:8]([N:11]2[CH2:16][CH2:15][CH2:14][CH2:13][C:12]2=[O:17])=[C:7]([CH3:18])[CH:6]=1, predict the reactants needed to synthesize it. The reactants are: O.[N+:2]([C:5]1[CH:10]=[CH:9][C:8]([N:11]2[CH2:16][CH2:15][CH2:14][CH2:13][C:12]2=[O:17])=[C:7]([CH3:18])[CH:6]=1)([O-])=O. (3) Given the product [CH2:1]([N:8]([CH2:4][CH2:3][CH:2]=[CH2:1])[CH2:10][CH2:11][CH:12]=[CH2:13])[C:2]1[CH:7]=[CH:6][CH:5]=[CH:4][CH:3]=1, predict the reactants needed to synthesize it. The reactants are: [CH2:1]([NH2:8])[C:2]1[CH:7]=[CH:6][CH:5]=[CH:4][CH:3]=1.Br[CH2:10][CH2:11][CH:12]=[CH2:13].C(=O)([O-])[O-].[K+].[K+]. (4) Given the product [CH2:1]([NH:8][C:9]1[N:14]2[N:15]=[CH:16][C:17]([C:18]([NH:41][S:38]([CH3:37])(=[O:40])=[O:39])=[O:19])=[C:13]2[N:12]=[CH:11][C:10]=1[C:21]([N:23]1[CH2:24][CH2:25][CH:26]([C:29]2[CH:34]=[CH:33][CH:32]=[CH:31][C:30]=2[O:35][CH3:36])[CH2:27][CH2:28]1)=[O:22])[C:2]1[CH:3]=[CH:4][CH:5]=[CH:6][CH:7]=1, predict the reactants needed to synthesize it. The reactants are: [CH2:1]([NH:8][C:9]1[N:14]2[N:15]=[CH:16][C:17]([C:18](O)=[O:19])=[C:13]2[N:12]=[CH:11][C:10]=1[C:21]([N:23]1[CH2:28][CH2:27][CH:26]([C:29]2[CH:34]=[CH:33][CH:32]=[CH:31][C:30]=2[O:35][CH3:36])[CH2:25][CH2:24]1)=[O:22])[C:2]1[CH:7]=[CH:6][CH:5]=[CH:4][CH:3]=1.[CH3:37][S:38]([NH2:41])(=[O:40])=[O:39]. (5) The reactants are: [C:1]([C:3]1[C:16]2[C:7](=[C:8]3[CH2:19][CH2:18][CH2:17][N:10]4[CH2:11][CH2:12][CH2:13][C:14]([CH:15]=2)=[C:9]34)[O:6][C:5](=[O:20])[CH:4]=1)#[CH:2].[OH:21]S(O)(=O)=O.C([O-])(O)=O.[Na+]. Given the product [C:1]([C:3]1[C:16]2[C:7](=[C:8]3[CH2:19][CH2:18][CH2:17][N:10]4[CH2:11][CH2:12][CH2:13][C:14]([CH:15]=2)=[C:9]34)[O:6][C:5](=[O:20])[CH:4]=1)(=[O:21])[CH3:2], predict the reactants needed to synthesize it. (6) Given the product [OH:25][C:22]1([CH2:26][N:27]2[C:3](=[O:5])[C:2]3[CH:34]=[N:35][N:36]([CH3:37])[C:30]=3[N:29]=[CH:28]2)[CH2:23][CH2:24][N:19]([C:17](=[O:18])[C@H:9]([NH:8][S:102]([CH:38]=[CH2:40])(=[O:104])=[O:103])[CH2:10][C:11]2[CH:16]=[CH:15][CH:14]=[CH:13][CH:12]=2)[CH2:20][CH2:21]1, predict the reactants needed to synthesize it. The reactants are: F[C:2](F)(F)[C:3]([OH:5])=O.[NH2:8][C@@H:9]([C:17]([N:19]1[CH2:24][CH2:23][C:22]([CH2:26][N:27]2C(=O)C3[CH:34]=[N:35][N:36]([CH3:37])[C:30]=3[N:29]=[CH:28]2)([OH:25])[CH2:21][CH2:20]1)=[O:18])[CH2:10][C:11]1[CH:16]=[CH:15][CH:14]=[CH:13][CH:12]=1.[C:38](O)([C:40](F)(F)F)=O.Cl.C(C(CNC(OC(C)(C)C)=O)C(O)=O)C1C=CC=CC=1.FC(F)(F)C(O)=O.OC1(CN2C(=O)C3C=NN(C)C=3N=C2)CCNCC1.C(N(CC)CC)C.ClCC[S:102](Cl)(=[O:104])=[O:103]. (7) The reactants are: Br.[CH2:2]1[C:11]2[C:6](=[CH:7][C:8]([OH:13])=[C:9]([OH:12])[CH:10]=2)[CH2:5][CH2:4][NH:3]1.[O:14]=[C:15]1[NH:24][CH:23]=[CH:22][C:21]2[N:20]=[C:19]([C:25]3[CH:32]=[CH:31][C:28]([CH:29]=O)=[CH:27][CH:26]=3)[C:18]([C:33]3[CH:38]=[CH:37][CH:36]=[CH:35][CH:34]=3)=[CH:17][C:16]1=2.C(O[BH-](OC(=O)C)OC(=O)C)(=O)C.[Na+].FC(F)(F)C(O)=O. Given the product [OH:13][C:8]1[CH:7]=[C:6]2[C:11](=[CH:10][C:9]=1[OH:12])[CH2:2][N:3]([CH2:29][C:28]1[CH:27]=[CH:26][C:25]([C:19]3[C:18]([C:33]4[CH:34]=[CH:35][CH:36]=[CH:37][CH:38]=4)=[CH:17][C:16]4[C:15](=[O:14])[NH:24][CH:23]=[CH:22][C:21]=4[N:20]=3)=[CH:32][CH:31]=1)[CH2:4][CH2:5]2, predict the reactants needed to synthesize it.